Task: Predict the reaction yield, written as a fraction of the theoretical maximum amount of product (1.0 means a 100% yield; for example, 0.34 means a 34% yield).. Dataset: Reaction yield outcomes from USPTO patents with 853,638 reactions The reactants are C(=O)([O-])[O-].[Cs+].[Cs+].[OH:7][C:8]1[CH:13]=[CH:12][C:11]([CH2:14][C:15]([O:17][CH3:18])=[O:16])=[CH:10][CH:9]=1.[CH2:19](Br)[C:20]1[CH:25]=[CH:24][CH:23]=[CH:22][CH:21]=1. The catalyst is ClCCl. The product is [CH3:18][O:17][C:15](=[O:16])[CH2:14][C:11]1[CH:10]=[CH:9][C:8]([O:7][CH2:19][C:20]2[CH:25]=[CH:24][CH:23]=[CH:22][CH:21]=2)=[CH:13][CH:12]=1. The yield is 0.960.